Task: Predict the reaction yield, written as a fraction of the theoretical maximum amount of product (1.0 means a 100% yield; for example, 0.34 means a 34% yield).. Dataset: Reaction yield outcomes from USPTO patents with 853,638 reactions (1) The reactants are [CH3:1][S:2]([NH2:5])(=[O:4])=[O:3].[H-].[Na+].[CH3:8][C:9]1([CH3:36])[CH2:18][C:17]2[C:12](=[CH:13][CH:14]=[C:15]([C:19](O)=[O:20])[CH:16]=2)[NH:11][CH:10]1[C:22]1[CH:27]=[CH:26][CH:25]=[C:24]([NH:28][C:29]([CH3:35])([C:31](=[O:34])[NH:32][CH3:33])[CH3:30])[CH:23]=1.C(N1C=CN=C1)(N1C=CN=C1)=O. The catalyst is CN(C)C=O. The product is [CH3:1][S:2]([NH:5][C:19]([C:15]1[CH:16]=[C:17]2[C:12](=[CH:13][CH:14]=1)[NH:11][CH:10]([C:22]1[CH:23]=[C:24]([NH:28][C:29]([CH3:35])([CH3:30])[C:31]([NH:32][CH3:33])=[O:34])[CH:25]=[CH:26][CH:27]=1)[C:9]([CH3:36])([CH3:8])[CH2:18]2)=[O:20])(=[O:4])=[O:3]. The yield is 0.250. (2) The reactants are Br[C:2]1[CH:3]=[C:4]([C:14]([NH:16][CH2:17][C:18]2[C:19](=[O:28])[NH:20][C:21]([CH3:27])=[CH:22][C:23]=2[CH2:24][O:25][CH3:26])=[O:15])[C:5]2[CH:10]=[N:9][N:8]([CH:11]([CH3:13])[CH3:12])[C:6]=2[N:7]=1.[CH3:29][C:30]1([CH3:41])[CH2:35][C:34](B(O)O)=[CH:33][C:32]([CH3:40])([CH3:39])[NH:31]1.C([O-])([O-])=O.[Na+].[Na+]. The catalyst is O1CCOCC1.O.O.C1C=CC([P]([Pd]([P](C2C=CC=CC=2)(C2C=CC=CC=2)C2C=CC=CC=2)([P](C2C=CC=CC=2)(C2C=CC=CC=2)C2C=CC=CC=2)[P](C2C=CC=CC=2)(C2C=CC=CC=2)C2C=CC=CC=2)(C2C=CC=CC=2)C2C=CC=CC=2)=CC=1. The product is [CH:11]([N:8]1[C:6]2[N:7]=[C:2]([C:34]3[CH2:33][C:32]([CH3:40])([CH3:39])[NH:31][C:30]([CH3:41])([CH3:29])[CH:35]=3)[CH:3]=[C:4]([C:14]([NH:16][CH2:17][C:18]3[C:19](=[O:28])[NH:20][C:21]([CH3:27])=[CH:22][C:23]=3[CH2:24][O:25][CH3:26])=[O:15])[C:5]=2[CH:10]=[N:9]1)([CH3:13])[CH3:12]. The yield is 0.440. (3) The reactants are [Cl-].O[NH3+:3].[C:4](=[O:7])([O-])[OH:5].[Na+].CS(C)=O.[CH2:13]([C:17]1[N:22]2[N:23]=[CH:24][N:25]=[C:21]2[N:20]([C@H:26]2[CH2:31][CH2:30][C@H:29]([O:32][CH2:33][C:34]([OH:37])([CH3:36])[CH3:35])[CH2:28][CH2:27]2)[C:19](=[O:38])[C:18]=1[CH2:39][C:40]1[CH:45]=[CH:44][C:43]([C:46]2[C:47]([C:52]#[N:53])=[CH:48][CH:49]=[CH:50][CH:51]=2)=[CH:42][CH:41]=1)[CH2:14][CH2:15][CH3:16]. The catalyst is C(OCC)(=O)C. The product is [CH2:13]([C:17]1[N:22]2[N:23]=[CH:24][N:25]=[C:21]2[N:20]([C@H:26]2[CH2:31][CH2:30][C@H:29]([O:32][CH2:33][C:34]([OH:37])([CH3:35])[CH3:36])[CH2:28][CH2:27]2)[C:19](=[O:38])[C:18]=1[CH2:39][C:40]1[CH:45]=[CH:44][C:43]([C:46]2[CH:51]=[CH:50][CH:49]=[CH:48][C:47]=2[C:52]2[NH:3][C:4](=[O:7])[O:5][N:53]=2)=[CH:42][CH:41]=1)[CH2:14][CH2:15][CH3:16]. The yield is 0.550. (4) The yield is 0.500. The reactants are CON(C)[C:4](=[O:12])[CH2:5][C:6]1[CH:7]=[N:8][CH:9]=[CH:10][CH:11]=1.[CH2:14]([Mg]Cl)[CH2:15][CH2:16][CH3:17]. The product is [N:8]1[CH:9]=[CH:10][CH:11]=[C:6]([CH2:5][C:4](=[O:12])[CH2:14][CH2:15][CH2:16][CH3:17])[CH:7]=1. The catalyst is O1CCCC1.[NH4+].[Cl-]. (5) The reactants are [NH2:1][C:2](=[N:33]O)[C:3]1[CH:4]=[C:5]2[C:10](=[CH:11][CH:12]=1)[C:9](=[O:13])[N:8]([CH2:14][CH:15]([CH3:17])[CH3:16])[C:7]([CH2:18][NH:19][C:20](=[O:26])[O:21][C:22]([CH3:25])([CH3:24])[CH3:23])=[C:6]2[C:27]1[CH:32]=[CH:31][CH:30]=[CH:29][CH:28]=1.C(N(CC)CC)C.[CH3:42][O:43][C:44](=[O:47])[CH2:45][CH3:46].O. The catalyst is C(OCC)(=O)C. The product is [C:22]([O:21][C:20]([NH:19][CH2:18][C:7]1[N:8]([CH2:14][CH:15]([CH3:17])[CH3:16])[C:9](=[O:13])[C:10]2[C:5]([C:6]=1[C:27]1[CH:32]=[CH:31][CH:30]=[CH:29][CH:28]=1)=[CH:4][C:3]([C:2]1[NH:33][CH:46]=[C:45]([C:44]([O:43][CH3:42])=[O:47])[N:1]=1)=[CH:12][CH:11]=2)=[O:26])([CH3:25])([CH3:24])[CH3:23]. The yield is 0.420. (6) The reactants are [O:1]1CCC(=O)C1.Cl.CNC.[C-]#N.[K+].[CH3:14][N:15]([CH3:23])[C:16]1([C:21]#[N:22])[CH2:20][CH2:19]C[CH2:17]1. The catalyst is O. The product is [CH3:14][N:15]([CH3:23])[C:16]1([C:21]#[N:22])[CH2:20][CH2:19][O:1][CH2:17]1. The yield is 0.880. (7) No catalyst specified. The yield is 0.210. The reactants are [Br:1][C:2]1[C:14](=[O:15])[N:13]([CH:16]2[CH2:20][CH2:19][CH2:18][CH2:17]2)[C:5]2[N:6]=[C:7](S(C)=O)[N:8]=[CH:9][C:4]=2[CH:3]=1.[C:21]([O:25][C:26]([N:28]1[CH2:33][CH2:32][N:31]([C:34]2[CH:35]=[N:36][C:37]([NH2:40])=[CH:38][CH:39]=2)[CH2:30][CH2:29]1)=[O:27])([CH3:24])([CH3:23])[CH3:22]. The product is [C:21]([O:25][C:26]([N:28]1[CH2:33][CH2:32][N:31]([C:34]2[CH:35]=[N:36][C:37]([NH:40][C:7]3[N:8]=[CH:9][C:4]4[CH:3]=[C:2]([Br:1])[C:14](=[O:15])[N:13]([CH:16]5[CH2:20][CH2:19][CH2:18][CH2:17]5)[C:5]=4[N:6]=3)=[CH:38][CH:39]=2)[CH2:30][CH2:29]1)=[O:27])([CH3:24])([CH3:22])[CH3:23].